This data is from Forward reaction prediction with 1.9M reactions from USPTO patents (1976-2016). The task is: Predict the product of the given reaction. (1) Given the reactants [NH2:1][C:2]([C:6]1[CH:11]=[CH:10][CH:9]=[CH:8][N:7]=1)=[CH:3][C:4]#[N:5].NC1C=C(C2OC=CC=2)N=[C:15]([SH:24])[N:14]=1, predict the reaction product. The product is: [NH2:5][C:4]1[CH:3]=[C:2]([C:6]2[CH:11]=[CH:10][CH:9]=[CH:8][N:7]=2)[N:1]=[C:15]([SH:24])[N:14]=1. (2) The product is: [Br-:1].[CH:2]1([P+:13]([C:14]2[CH:15]=[CH:16][CH:17]=[CH:18][CH:19]=2)([C:20]2[CH:25]=[CH:24][CH:23]=[CH:22][CH:21]=2)[C:7]2[CH:8]=[CH:9][CH:10]=[CH:11][CH:12]=2)[CH2:6][CH2:5][CH2:4][CH2:3]1. Given the reactants [Br:1][CH:2]1[CH2:6][CH2:5][CH2:4][CH2:3]1.[C:7]1([P:13]([C:20]2[CH:25]=[CH:24][CH:23]=[CH:22][CH:21]=2)[C:14]2[CH:19]=[CH:18][CH:17]=[CH:16][CH:15]=2)[CH:12]=[CH:11][CH:10]=[CH:9][CH:8]=1, predict the reaction product. (3) Given the reactants [CH2:1]([O:3][C:4](=[O:25])[CH2:5][CH2:6][C:7]1[CH:12]=[CH:11][C:10]([O:13][CH2:14][CH2:15][C@H:16]([O:18]S(C)(=O)=O)[CH3:17])=[CH:9][C:8]=1[CH2:23]C)C.[Br:26][C:27]1[CH:32]=[C:31]([C:33]([F:36])([F:35])[F:34])[CH:30]=[CH:29][C:28]=1O, predict the reaction product. The product is: [CH3:1][O:3][C:4](=[O:25])[CH2:5][CH2:6][C:7]1[CH:12]=[CH:11][C:10]([O:13][CH2:14][CH2:15][C@@H:16]([O:18][C:28]2[CH:29]=[CH:30][C:31]([C:33]([F:36])([F:35])[F:34])=[CH:32][C:27]=2[Br:26])[CH3:17])=[CH:9][C:8]=1[CH3:23].